Dataset: Forward reaction prediction with 1.9M reactions from USPTO patents (1976-2016). Task: Predict the product of the given reaction. (1) Given the reactants [NH2:1][C:2]1[C:3]([O:10][CH3:11])=[C:4]([CH:7]=[CH:8][CH:9]=1)[C:5]#[N:6].Cl[C:13]1[CH:18]=[C:17]([Cl:19])[N:16]=[N:15][C:14]=1[C:20]([NH:22][CH3:23])=[O:21].C[Si]([N-][Si](C)(C)C)(C)C.[Li+], predict the reaction product. The product is: [Cl:19][C:17]1[N:16]=[N:15][C:14]([C:20]([NH:22][CH3:23])=[O:21])=[C:13]([NH:1][C:2]2[CH:9]=[CH:8][CH:7]=[C:4]([C:5]#[N:6])[C:3]=2[O:10][CH3:11])[CH:18]=1. (2) The product is: [Cl:1][C:2]1[CH:3]=[C:4]2[C:9](=[CH:10][CH:11]=1)[CH:8]=[C:7]([B:12]([OH:16])[OH:13])[CH:6]=[CH:5]2. Given the reactants [Cl:1][C:2]1[CH:3]=[C:4]2[C:9](=[CH:10][CH:11]=1)[CH:8]=[C:7]([B:12]1[O:16]C(C)(C)C(C)(C)[O:13]1)[CH:6]=[CH:5]2.Cl, predict the reaction product. (3) Given the reactants C([Li])CCC.[CH3:6][N:7]([CH2:9][C-:10]1[CH:14]=[CH:13][CH:12]=[CH:11]1)[CH3:8].[CH-:15]1[CH:19]=[CH:18][CH:17]=[CH:16]1.[Fe+2:20].[CH2:21]=[O:22], predict the reaction product. The product is: [OH:22][CH2:21][C-:11]1[CH:12]=[CH:13][CH:14]=[C:10]1[CH2:9][N:7]([CH3:8])[CH3:6].[CH-:15]1[CH:19]=[CH:18][CH:17]=[CH:16]1.[Fe+2:20]. (4) Given the reactants [C:1]([N:8]1[CH2:16][CH2:15][CH:11]([C:12](O)=[O:13])[CH2:10][CH2:9]1)([O:3][C:4]([CH3:7])([CH3:6])[CH3:5])=[O:2].[CH3:17][N:18](C(ON1N=NC2C=CC=NC1=2)=[N+](C)C)[CH3:19].F[P-](F)(F)(F)(F)F.CCN(C(C)C)C(C)C.Cl.CNC, predict the reaction product. The product is: [C:4]([O:3][C:1]([N:8]1[CH2:16][CH2:15][CH:11]([C:12](=[O:13])[N:18]([CH3:19])[CH3:17])[CH2:10][CH2:9]1)=[O:2])([CH3:7])([CH3:6])[CH3:5]. (5) Given the reactants [CH2:1]([C:3]1[C:4]2[C:27]3=[CH:28][C:7]([CH2:8][CH2:9][CH2:10][CH2:11][C:12]4[O:37][C:15]([NH:16][C@@H:17]([CH:34]([CH3:36])[CH3:35])[C:18](=[O:33])[N:19]5[CH2:29][C@H:22]([O:23][C:24]3=[N:25][CH:26]=1)[CH2:21][C@H:20]5[C:30](O)=[O:31])=[N:14][N:13]=4)=[CH:6][CH:5]=2)[CH3:2].Cl.N[C@]1(C(NN[S:49]([CH:52]2[CH2:54][CH2:53]2)(=[O:51])=[O:50])=O)C[C@@H]1CC.CCN(C(C)C)C(C)C.CN(C(O[N:72]1N=[N:79][C:74]2[CH:75]=[CH:76][CH:77]=[CH:78][C:73]1=2)=[N+](C)C)C.[B-](F)(F)(F)F.CN(C=[O:90])C, predict the reaction product. The product is: [CH:52]1([S:49]([NH:79][C:74]([C@@:73]2([NH:72][C:30]([C@H:20]3[N:19]4[CH2:29][C@H:22]([O:23][C:24]5[C:27]6[C:4](=[CH:5][CH:6]=[C:7]([CH:28]=6)[CH2:8][CH2:9][CH2:10][CH2:11][C:12]6[O:37][C:15]([NH:16][C@@H:17]([CH:34]([CH3:35])[CH3:36])[C:18]4=[O:33])=[N:14][N:13]=6)[C:3]([CH2:1][CH3:2])=[CH:26][N:25]=5)[CH2:21]3)=[O:31])[CH2:78][C@H:77]2[CH:76]=[CH2:75])=[O:90])(=[O:51])=[O:50])[CH2:54][CH2:53]1. (6) Given the reactants CC(OI1(OC(C)=O)(OC(C)=O)OC(=O)C2C=CC=CC1=2)=O.[CH3:23][C:24]([O:28][CH2:29][CH:30]1[CH2:34][CH:33]=[C:32]([CH3:35])[C:31]1([CH3:37])[CH3:36])([CH3:27])[CH2:25][OH:26].C(=O)(O)[O-].[Na+], predict the reaction product. The product is: [CH3:27][C:24]([O:28][CH2:29][CH:30]1[CH2:34][CH:33]=[C:32]([CH3:35])[C:31]1([CH3:37])[CH3:36])([CH3:23])[CH:25]=[O:26]. (7) Given the reactants [CH:1]([N:4]1[CH:8]=[C:7]([NH2:9])[CH:6]=[N:5]1)([CH3:3])[CH3:2].Cl[C:11]1[N:16]=[C:15]([CH2:17][CH2:18][C:19]2[CH:24]=[CH:23][CH:22]=[CH:21][C:20]=2[C:25]2([C:28]([NH2:30])=[O:29])[CH2:27][CH2:26]2)[C:14]([Cl:31])=[CH:13][N:12]=1.CC1C=CC(S(O)(=O)=O)=CC=1.O, predict the reaction product. The product is: [Cl:31][C:14]1[C:15]([CH2:17][CH2:18][C:19]2[CH:24]=[CH:23][CH:22]=[CH:21][C:20]=2[C:25]2([C:28]([NH2:30])=[O:29])[CH2:27][CH2:26]2)=[N:16][C:11]([NH:9][C:7]2[CH:6]=[N:5][N:4]([CH:1]([CH3:3])[CH3:2])[CH:8]=2)=[N:12][CH:13]=1. (8) Given the reactants [Cl:1][C:2]1[CH:7]=[CH:6][C:5]([S:8]([CH:11]([C:21]2[CH:26]=[C:25]([F:27])[CH:24]=[CH:23][C:22]=2[F:28])[C:12]2[N:17]=[CH:16][C:15]([C:18]([OH:20])=O)=[CH:14][CH:13]=2)(=[O:10])=[O:9])=[CH:4][CH:3]=1.S(Cl)(Cl)=O.CN1CCOCC1.[CH3:40][CH:41]1[CH2:46][CH2:45][CH:44]([NH2:47])[CH2:43][CH2:42]1, predict the reaction product. The product is: [Cl:1][C:2]1[CH:7]=[CH:6][C:5]([S:8]([CH:11]([C:21]2[CH:26]=[C:25]([F:27])[CH:24]=[CH:23][C:22]=2[F:28])[C:12]2[CH:13]=[CH:14][C:15]([C:18]([NH:47][CH:44]3[CH2:45][CH2:46][CH:41]([CH3:40])[CH2:42][CH2:43]3)=[O:20])=[CH:16][N:17]=2)(=[O:10])=[O:9])=[CH:4][CH:3]=1. (9) Given the reactants [N:1]([CH2:4][C:5]1[CH:18]=[CH:17][C:8]([CH2:9][N:10]2[CH:15]=[CH:14][CH:13]=[CH:12][C:11]2=[O:16])=[CH:7][CH:6]=1)=[N+:2]=[N-:3].[C:19]([O:23][CH2:24][CH3:25])(=[O:22])[C:20]#[CH:21].O=C1O[C@H]([C@H](CO)O)C([O-])=C1O.[Na+], predict the reaction product. The product is: [CH2:24]([O:23][C:19]([C:20]1[N:3]=[N:2][N:1]([CH2:4][C:5]2[CH:6]=[CH:7][C:8]([CH2:9][N:10]3[CH:15]=[CH:14][CH:13]=[CH:12][C:11]3=[O:16])=[CH:17][CH:18]=2)[CH:21]=1)=[O:22])[CH3:25].